Dataset: Forward reaction prediction with 1.9M reactions from USPTO patents (1976-2016). Task: Predict the product of the given reaction. (1) Given the reactants [CH3:1][O:2][C:3](=[O:29])[CH2:4][C@H:5]1[C:9]2[CH:10]=[CH:11][C:12]([O:14][C@H:15]3[C:23]4[C:18](=[C:19](Br)[C:20]([C:24]([F:27])([F:26])[F:25])=[CH:21][CH:22]=4)[CH2:17][CH2:16]3)=[CH:13][C:8]=2[O:7][CH2:6]1.[Br-].[F:31][C:32]1[CH:39]=[C:38]([F:40])[CH:37]=[CH:36][C:33]=1[CH2:34][Zn+], predict the reaction product. The product is: [CH3:1][O:2][C:3](=[O:29])[CH2:4][C@H:5]1[C:9]2[CH:10]=[CH:11][C:12]([O:14][C@H:15]3[C:23]4[C:18](=[C:19]([CH2:34][C:33]5[CH:36]=[CH:37][C:38]([F:40])=[CH:39][C:32]=5[F:31])[C:20]([C:24]([F:27])([F:26])[F:25])=[CH:21][CH:22]=4)[CH2:17][CH2:16]3)=[CH:13][C:8]=2[O:7][CH2:6]1. (2) Given the reactants [C:1]([N:11]1[CH2:18][CH2:17][CH2:16][C@@H:12]1[C:13]([OH:15])=O)([O:3][CH2:4][C:5]1[CH:10]=[CH:9][CH:8]=[CH:7][CH:6]=1)=[O:2].C(Cl)(=O)C(Cl)=O.CN(C)C=O.[Cl-].[Mg+2].[Cl-].[C:33](OC(C)(C)C)(=[O:38])[CH2:34][C:35]([CH3:37])=[O:36].N1C=CC=CC=1, predict the reaction product. The product is: [C:33](=[C:34]([C:35](=[O:36])[CH3:37])[C:13]([C@H:12]1[CH2:16][CH2:17][CH2:18][N:11]1[C:1]([O:3][CH2:4][C:5]1[CH:6]=[CH:7][CH:8]=[CH:9][CH:10]=1)=[O:2])=[O:15])=[O:38]. (3) Given the reactants [F:1][C:2]1[CH:3]=[C:4]2[C:9](=[CH:10][CH:11]=1)[N:8]=[C:7](O)[CH:6]=[C:5]2[NH:13][C:14]1[CH:19]=[CH:18][C:17]([Cl:20])=[C:16]([Cl:21])[CH:15]=1.O=P(Cl)(Cl)[Cl:24], predict the reaction product. The product is: [F:1][C:2]1[CH:3]=[C:4]2[C:9](=[CH:10][CH:11]=1)[N:8]=[C:7]([Cl:24])[CH:6]=[C:5]2[NH:13][C:14]1[CH:19]=[CH:18][C:17]([Cl:20])=[C:16]([Cl:21])[CH:15]=1. (4) The product is: [CH3:18][N:19]([CH3:37])[C:20]([C:22]1[N:31]([CH:32]2[CH2:36][CH2:35][CH2:34][CH2:33]2)[C:25]2[N:26]=[C:27]([NH:1][C:2]3[CH:3]=[CH:4][C:5]([N:8]4[CH2:13][CH2:12][N:11]([CH2:14][CH2:15][C:16]#[N:17])[CH2:10][CH2:9]4)=[CH:6][N:7]=3)[N:28]=[CH:29][C:24]=2[CH:23]=1)=[O:21]. Given the reactants [NH2:1][C:2]1[N:7]=[CH:6][C:5]([N:8]2[CH2:13][CH2:12][N:11]([CH2:14][CH2:15][C:16]#[N:17])[CH2:10][CH2:9]2)=[CH:4][CH:3]=1.[CH3:18][N:19]([CH3:37])[C:20]([C:22]1[N:31]([CH:32]2[CH2:36][CH2:35][CH2:34][CH2:33]2)[C:25]2[N:26]=[C:27](Cl)[N:28]=[CH:29][C:24]=2[CH:23]=1)=[O:21], predict the reaction product.